From a dataset of Full USPTO retrosynthesis dataset with 1.9M reactions from patents (1976-2016). Predict the reactants needed to synthesize the given product. (1) Given the product [F:9][C:8]([F:11])([F:10])[C:6]1[CH:7]=[C:2]([C:18]#[C:17][Si:13]([CH3:16])([CH3:15])[CH3:14])[C:3]([NH2:12])=[N:4][CH:5]=1, predict the reactants needed to synthesize it. The reactants are: I[C:2]1[C:3]([NH2:12])=[N:4][CH:5]=[C:6]([C:8]([F:11])([F:10])[F:9])[CH:7]=1.[Si:13]([C:17]#[CH:18])([CH3:16])([CH3:15])[CH3:14]. (2) Given the product [Si:1]([O:8][CH2:9][C:10]1[N:11]=[CH:12][N:13]([C:15]2[CH:16]=[C:17]([NH:18][C:28]3[C:37]4[CH2:36][CH2:35][C:34]5[CH:38]=[CH:39][CH:40]=[CH:41][C:33]=5[C:32]=4[N:31]=[CH:30][N:29]=3)[CH:19]=[CH:20][CH:21]=2)[CH:14]=1)([C:4]([CH3:7])([CH3:5])[CH3:6])([CH3:3])[CH3:2], predict the reactants needed to synthesize it. The reactants are: [Si:1]([O:8][CH2:9][C:10]1[N:11]=[CH:12][N:13]([C:15]2[CH:16]=[C:17]([CH:19]=[CH:20][CH:21]=2)[NH2:18])[CH:14]=1)([C:4]([CH3:7])([CH3:6])[CH3:5])([CH3:3])[CH3:2].C([Li])CCC.Cl[C:28]1[C:37]2[CH2:36][CH2:35][C:34]3[CH:38]=[CH:39][CH:40]=[CH:41][C:33]=3[C:32]=2[N:31]=[CH:30][N:29]=1.O.